Predict the reactants needed to synthesize the given product. From a dataset of Full USPTO retrosynthesis dataset with 1.9M reactions from patents (1976-2016). (1) Given the product [Cl:13][C:10]1[CH:9]=[CH:8][C:7]([C:5]2[S:4][C:3]3[C:14](=[O:16])[N:23]([C:22]4[CH:24]=[CH:25][C:26]([O:27][CH2:28][C:29]([CH3:36])([N:31]5[CH2:35][CH2:34][CH2:33][CH2:32]5)[CH3:30])=[C:20]([O:19][CH3:18])[CH:21]=4)[CH:37]=[N:1][C:2]=3[CH:6]=2)=[CH:12][CH:11]=1, predict the reactants needed to synthesize it. The reactants are: [NH2:1][C:2]1[CH:6]=[C:5]([C:7]2[CH:12]=[CH:11][C:10]([Cl:13])=[CH:9][CH:8]=2)[S:4][C:3]=1[C:14]([O:16]C)=O.[CH3:18][O:19][C:20]1[CH:21]=[C:22]([CH:24]=[CH:25][C:26]=1[O:27][CH2:28][C:29]([CH3:36])([N:31]1[CH2:35][CH2:34][CH2:33][CH2:32]1)[CH3:30])[NH2:23].[CH3:37]N(C(OC)OC)C. (2) Given the product [OH:24][C:13]1([C:16]2[CH:17]=[N:18][C:19]([O:22][CH3:23])=[CH:20][CH:21]=2)[CH2:14][CH2:15][CH:10]([N:8]2[CH2:9][CH:6]([NH:5][C:3]([CH2:2][NH:1][C:29](=[O:30])[C:28]3[CH:32]=[CH:33][CH:34]=[C:26]([CH3:25])[CH:27]=3)=[O:4])[CH2:7]2)[CH2:11][CH2:12]1, predict the reactants needed to synthesize it. The reactants are: [NH2:1][CH2:2][C:3]([NH:5][CH:6]1[CH2:9][N:8]([CH:10]2[CH2:15][CH2:14][C:13]([OH:24])([C:16]3[CH:17]=[N:18][C:19]([O:22][CH3:23])=[CH:20][CH:21]=3)[CH2:12][CH2:11]2)[CH2:7]1)=[O:4].[CH3:25][C:26]1[CH:27]=[C:28]([CH:32]=[CH:33][CH:34]=1)[C:29](O)=[O:30].CCN=C=NCCCN(C)C.